Dataset: Catalyst prediction with 721,799 reactions and 888 catalyst types from USPTO. Task: Predict which catalyst facilitates the given reaction. (1) Reactant: [H-].[Na+].[C:3]([O:11][CH2:12][CH3:13])(=[O:10])[CH2:4][C:5]([O:7][CH2:8][CH3:9])=[O:6].Cl[C:15]1[C:20]([N+:21]([O-:23])=[O:22])=[CH:19][CH:18]=[CH:17][N:16]=1.CCOC(C)=O. Product: [N+:21]([C:20]1[C:15]([CH:4]([C:5]([O:7][CH2:8][CH3:9])=[O:6])[C:3]([O:11][CH2:12][CH3:13])=[O:10])=[N:16][CH:17]=[CH:18][CH:19]=1)([O-:23])=[O:22]. The catalyst class is: 1. (2) Reactant: [F:1][C:2]1[CH:3]=[C:4]2[C:8](=[CH:9][CH:10]=1)[NH:7][C:6](=[O:11])[CH2:5]2.[CH3:12][N:13]([CH3:29])[CH2:14][CH2:15][CH2:16][C:17]1[C:18]2[CH2:28][CH2:27][CH2:26][CH2:25][CH2:24][C:19]=2[NH:20][C:21]=1[CH:22]=O.N1CCCCC1. Product: [CH3:29][N:13]([CH3:12])[CH2:14][CH2:15][CH2:16][C:17]1[C:18]2[CH2:28][CH2:27][CH2:26][CH2:25][CH2:24][C:19]=2[NH:20][C:21]=1/[CH:22]=[C:5]1\[C:6](=[O:11])[NH:7][C:8]2[C:4]\1=[CH:3][C:2]([F:1])=[CH:10][CH:9]=2. The catalyst class is: 8.